This data is from Forward reaction prediction with 1.9M reactions from USPTO patents (1976-2016). The task is: Predict the product of the given reaction. (1) Given the reactants [NH2:1][C:2]1[CH:3]=[C:4]2[C:9](=[CH:10][CH:11]=1)[CH2:8][NH:7][CH2:6][CH2:5]2.[OH-].[Na+].[C:14](O[C:14]([O:16][C:17]([CH3:20])([CH3:19])[CH3:18])=[O:15])([O:16][C:17]([CH3:20])([CH3:19])[CH3:18])=[O:15], predict the reaction product. The product is: [NH2:1][C:2]1[CH:3]=[C:4]2[C:9](=[CH:10][CH:11]=1)[CH2:8][N:7]([C:14]([O:16][C:17]([CH3:20])([CH3:19])[CH3:18])=[O:15])[CH2:6][CH2:5]2. (2) The product is: [O:9]=[C:8]1[CH:7]([NH:6][C:1](=[O:4])[CH:2]=[CH2:3])[CH2:14][CH2:13][CH2:12][CH2:11][NH:10]1. Given the reactants [C:1](Cl)(=[O:4])[CH:2]=[CH2:3].[NH2:6][CH:7]1[CH2:14][CH2:13][CH2:12][CH2:11][NH:10][C:8]1=[O:9], predict the reaction product.